This data is from CYP3A4 inhibition data for predicting drug metabolism from PubChem BioAssay. The task is: Regression/Classification. Given a drug SMILES string, predict its absorption, distribution, metabolism, or excretion properties. Task type varies by dataset: regression for continuous measurements (e.g., permeability, clearance, half-life) or binary classification for categorical outcomes (e.g., BBB penetration, CYP inhibition). Dataset: cyp3a4_veith. (1) The drug is Nc1ccc(S(=O)(=O)Nc2ccc(Cl)nn2)cc1. The result is 0 (non-inhibitor). (2) The result is 0 (non-inhibitor). The molecule is CCN(/C=N/c1sc2c(c1C#N)CCCCC2)CC. (3) The drug is CC(=O)c1c(C)[nH]c(C(=O)COc2cc(C)cc(C)c2)c1C. The result is 1 (inhibitor). (4) The compound is COC(=O)[C@@]1(Cc2ccccc2)[C@H]2c3cc(C(=O)N(C)C)n(Cc4ccc(OC)c(OC)c4)c3C[C@H]2CN1C(=O)c1ccccc1. The result is 1 (inhibitor). (5) The molecule is O=C(O)[C@@H](O)[C@@H](O)[C@H](O)[C@H](O)CO. The result is 0 (non-inhibitor). (6) The compound is O=C(CCCN1CCC(n2c(=O)[nH]c3ccccc32)CC1)c1ccc(F)cc1. The result is 0 (non-inhibitor). (7) The compound is Cc1cccc(OCCCCCn2ccnc2)c1. The result is 1 (inhibitor). (8) The result is 0 (non-inhibitor). The compound is CC(=C\C(=O)O)/C(=C/c1ccccc1)C(=O)O.